The task is: Predict which catalyst facilitates the given reaction.. This data is from Catalyst prediction with 721,799 reactions and 888 catalyst types from USPTO. (1) Reactant: [Br:1][C:2]1[CH:7]=[CH:6][C:5]([C:8](=O)[CH2:9][S:10][C:11]#[N:12])=[CH:4][CH:3]=1.[OH-].[Na+].[BrH:16]. Product: [Br:16][C:11]1[S:10][CH:9]=[C:8]([C:5]2[CH:6]=[CH:7][C:2]([Br:1])=[CH:3][CH:4]=2)[N:12]=1. The catalyst class is: 15. (2) Reactant: C[N:2](C(ON1N=NC2C=CC=CC1=2)=[N+](C)C)C.[B-](F)(F)(F)F.C(N(C(C)C)CC)(C)C.N.Cl.[Cl:34][C:35]1[CH:40]=[CH:39][C:38]([C:41]2[N:42]=[C:43]3[CH:48]=[C:47]([C:49](O)=[O:50])[CH:46]=[CH:45][N:44]3[C:52]=2[CH2:53][OH:54])=[CH:37][CH:36]=1. Product: [Cl:34][C:35]1[CH:40]=[CH:39][C:38]([C:41]2[N:42]=[C:43]3[CH:48]=[C:47]([C:49]([NH2:2])=[O:50])[CH:46]=[CH:45][N:44]3[C:52]=2[CH2:53][OH:54])=[CH:37][CH:36]=1. The catalyst class is: 3.